Dataset: Experimentally validated miRNA-target interactions with 360,000+ pairs, plus equal number of negative samples. Task: Binary Classification. Given a miRNA mature sequence and a target amino acid sequence, predict their likelihood of interaction. (1) The miRNA is hsa-miR-4676-3p with sequence CACUGUUUCACCACUGGCUCUU. The protein sequence of the target gene is MAAAAGNRASSSGFPGARATSPEAGGGGGALKASSAPAAAAGLLREAGSGGRERADWRRRQLRKVRSVELDQLPEQPLFLAASPPASSTSPSPEPADAAGSGTGFQPVAVPPPHGAASRGGAHLTESVAAPDSGASSPAAAEPGEKRAPAAEPSPAAAPAGREMENKETLKGLHKMDDRPEERMIREKLKATCMPAWKHEWLERRNRRGPVVVKPIPVKGDGSEMNHLAAESPGEVQASAASPASKGRRSPSPGNSPSGRTVKSESPGVRRKRVSPVPFQSGRITPPRRAPSPDGFSPYS.... Result: 1 (interaction). (2) The miRNA is mmu-miR-9-5p with sequence UCUUUGGUUAUCUAGCUGUAUGA. The protein sequence of the target gene is MSTVEEDSDTVTVETVNSVTFTQDTDGNLILHCPQNDPDEVDSEDSTEPPHKRLCLSSEDDQSIDDATPCISVVALPLSENDQSFEVTMTATTEVADDELSEGTVTQIQILQNDQLDEISPLGTEEVSAVSQAWFTTKEDKDSLTNKGHKWKQGMWSKEEIDILMNNIERYLKARGIKDATEIIFEMSKDERKDFYRTIAWGLNRPLFAVYRRVLRMYDDRNHVGKYTPEEIEKLKELRIKHGNDWATIGAALGRSASSVKDRCRLMKDTCNTGKWTEEEEKRLAEVVHELTSTEPGDIV.... Result: 1 (interaction). (3) Result: 1 (interaction). The protein sequence of the target gene is MAALTPRKRKQDSLKCDSLLHFTENLFPSPNKKHCFYQNSDKNEENLHCSQQEHFVLSALKTTEINRLPSANQGSPFKSALSTVSFYNQNKWYLNPLERKLIKESRSTCLKTNDEDKSFPIVTEKMQGKPVCSKKNNKKPQKSLTAKYQPKYRHIKPVSRNSRNSKQNRVIYKPIVEKENNCHSAENNSNAPRVLSQKIKPQVTLQGGAAFFVRKKSSLRKSSLENEPSLGRTQKSKSEVIEDSDVETVSEKKTFATRQVPKCLVLEEKLKIGLLSASSKNKEKLIKDSSDDRVSSKEHK.... The miRNA is hsa-miR-371a-3p with sequence AAGUGCCGCCAUCUUUUGAGUGU.